Dataset: Full USPTO retrosynthesis dataset with 1.9M reactions from patents (1976-2016). Task: Predict the reactants needed to synthesize the given product. (1) Given the product [OH:3][CH:4]1[CH:8]([NH:9][C:10]([C@H:12]2[N:17]3[C:18](=[O:33])[C@@H:19]([NH:24][C:25](=[O:32])[C:26]4[CH:27]=[CH:28][CH:29]=[CH:30][CH:31]=4)[CH2:20][CH:21]=[CH:22][CH2:23][C@H:16]3[CH2:15][CH2:14][CH2:13]2)=[O:11])[CH2:7][C:6](=[O:34])[O:5]1, predict the reactants needed to synthesize it. The reactants are: C([O:3][CH:4]1[CH:8]([NH:9][C:10]([C@H:12]2[N:17]3[C:18](=[O:33])[C@@H:19]([NH:24][C:25](=[O:32])[C:26]4[CH:31]=[CH:30][CH:29]=[CH:28][CH:27]=4)[CH2:20][CH:21]=[CH:22][CH2:23][C@@H:16]3[CH2:15][CH2:14][CH2:13]2)=[O:11])[CH2:7][C:6](=[O:34])[O:5]1)C.FC(F)(F)C(O)=O. (2) Given the product [N:1]1[N:2]([C:6]2[CH:7]=[C:8]([NH:12][C:13]3[C:18]([C:19]([NH2:21])=[O:20])=[CH:17][N:16]=[C:15]([N:36]([CH3:37])[CH3:35])[N:14]=3)[CH:9]=[CH:10][CH:11]=2)[N:3]=[CH:4][CH:5]=1, predict the reactants needed to synthesize it. The reactants are: [N:1]1[N:2]([C:6]2[CH:7]=[C:8]([NH:12][C:13]3[C:18]([C:19]([NH2:21])=[O:20])=[CH:17][N:16]=[C:15](SC)[N:14]=3)[CH:9]=[CH:10][CH:11]=2)[N:3]=[CH:4][CH:5]=1.C1C=C(Cl)C=C(C(OO)=O)C=1.[CH3:35][NH:36][CH3:37]. (3) Given the product [C:1]([N:4]1[CH2:9][CH2:8][CH:7]([O:10][CH2:18][C:17]2[CH:20]=[CH:21][C:14]([F:13])=[CH:15][CH:16]=2)[CH2:6][CH2:5]1)(=[O:3])[CH3:2], predict the reactants needed to synthesize it. The reactants are: [C:1]([N:4]1[CH2:9][CH2:8][CH:7]([OH:10])[CH2:6][CH2:5]1)(=[O:3])[CH3:2].[H-].[Na+].[F:13][C:14]1[CH:21]=[CH:20][C:17]([CH2:18]Cl)=[CH:16][CH:15]=1.O.